From a dataset of Full USPTO retrosynthesis dataset with 1.9M reactions from patents (1976-2016). Predict the reactants needed to synthesize the given product. Given the product [CH2:30]([N:26]([CH2:27][CH2:28][CH3:29])[CH2:25][CH2:24][CH2:23][CH2:22][N:21]([CH2:20][C:19]1[CH:33]=[CH:34][C:16]([CH2:15][N:7]([CH2:6][C:2]2[NH:3][CH:4]=[CH:5][N:1]=2)[CH2:8][C:9]2[N:10]([CH3:14])[CH:11]=[CH:12][N:13]=2)=[CH:17][CH:18]=1)[C:35]#[N:37])[CH2:31][CH3:32], predict the reactants needed to synthesize it. The reactants are: [NH:1]1[CH:5]=[CH:4][N:3]=[C:2]1[CH2:6][N:7]([CH2:15][C:16]1[CH:34]=[CH:33][C:19]([CH2:20][NH:21][CH2:22][CH2:23][CH2:24][CH2:25][N:26]([CH2:30][CH2:31][CH3:32])[CH2:27][CH2:28][CH3:29])=[CH:18][CH:17]=1)[CH2:8][C:9]1[N:10]([CH3:14])[CH:11]=[CH:12][N:13]=1.[CH2:35]([N:37](CC)CC)C.C(Br)#N.C(=O)([O-])O.[Na+].